Dataset: Reaction yield outcomes from USPTO patents with 853,638 reactions. Task: Predict the reaction yield, written as a fraction of the theoretical maximum amount of product (1.0 means a 100% yield; for example, 0.34 means a 34% yield). (1) The reactants are [F:1][C:2]1[CH:3]=[C:4]2[C:8](=[CH:9][CH:10]=1)[NH:7][C:6](=[O:11])[C:5]2=[N:12][N:13]=[CH:14][C:15]1[NH:19][C:18]([CH3:20])=[C:17]([C:21]([NH:23][CH2:24][C:25](O)=[O:26])=[O:22])[C:16]=1[CH3:28].Cl.C(N=C=NCCCN(C)C)C.O[C:42]1[C:50]2[N:49]=N[NH:47][C:46]=2[CH:45]=[CH:44][CH:43]=1.C(N(CC)CC)C.C1(N)C=CC=CC=1N. The catalyst is [Cl-].[Na+].O.CN(C=O)C. The product is [F:1][C:2]1[CH:3]=[C:4]2[C:8](=[CH:9][CH:10]=1)[NH:7][C:6](=[O:11])[C:5]2=[N:12][N:13]=[CH:14][C:15]1[NH:19][C:18]([CH3:20])=[C:17]([C:21]([NH:23][CH2:24][C:25]([NH:47][C:46]2[CH:45]=[CH:44][CH:43]=[CH:42][C:50]=2[NH2:49])=[O:26])=[O:22])[C:16]=1[CH3:28]. The yield is 0.720. (2) The reactants are [CH3:1][O:2][C:3]1[CH:4]=[CH:5][C:6]2[C:10]([C:11]([C:13]3[CH:18]=[CH:17][C:16]([O:19]C)=[CH:15][CH:14]=3)=[O:12])=[C:9]([C:21]3[CH:26]=[CH:25][C:24]([O:27][CH3:28])=[CH:23][CH:22]=3)[S:8][C:7]=2[CH:29]=1.C([S-])C.[Na+].O. The catalyst is CN(C)C=O. The product is [OH:19][C:16]1[CH:17]=[CH:18][C:13]([C:11]([C:10]2[C:6]3[CH:5]=[CH:4][C:3]([O:2][CH3:1])=[CH:29][C:7]=3[S:8][C:9]=2[C:21]2[CH:26]=[CH:25][C:24]([O:27][CH3:28])=[CH:23][CH:22]=2)=[O:12])=[CH:14][CH:15]=1. The yield is 0.816.